From a dataset of Full USPTO retrosynthesis dataset with 1.9M reactions from patents (1976-2016). Predict the reactants needed to synthesize the given product. (1) Given the product [CH:3]([C:6]1[N:7]([CH2:25][C:26]([O:28][CH2:29][CH3:30])=[O:27])[C:8]2[C:13]([C:14]=1[CH2:15][C:16]([O:18][CH2:19][CH3:20])=[O:17])=[C:12]([N+:21]([O-:23])=[O:22])[CH:11]=[CH:10][CH:9]=2)([CH3:4])[CH3:5], predict the reactants needed to synthesize it. The reactants are: [H-].[Na+].[CH:3]([C:6]1[NH:7][C:8]2[C:13]([C:14]=1[CH2:15][C:16]([O:18][CH2:19][CH3:20])=[O:17])=[C:12]([N+:21]([O-:23])=[O:22])[CH:11]=[CH:10][CH:9]=2)([CH3:5])[CH3:4].Br[CH2:25][C:26]([O:28][CH2:29][CH3:30])=[O:27]. (2) Given the product [OH-:12].[NH4+:4].[NH2:50][C:51]1[C:52]([C:59]([N:61]=[C:62]([NH2:65])[NH:18][CH2:19][CH2:20][CH2:21][CH2:22][C:23]2[CH:28]=[CH:27][C:26]([CH2:29][CH2:30][CH2:31][CH2:32][NH:33][CH2:34][C@@H:35]([C:37]3[CH:38]=[CH:39][C:40]([OH:48])=[C:41]([NH:43][S:44]([CH3:47])(=[O:46])=[O:45])[CH:42]=3)[OH:36])=[CH:25][CH:24]=2)=[O:60])=[N:53][C:54]([Cl:58])=[C:55]([NH2:57])[N:56]=1, predict the reactants needed to synthesize it. The reactants are: C([N:4](C(C)C)CC)(C)C.C(O)(=[O:12])C.C(O)(=O)C.[NH2:18][CH2:19][CH2:20][CH2:21][CH2:22][C:23]1[CH:28]=[CH:27][C:26]([CH2:29][CH2:30][CH2:31][CH2:32][NH:33][CH2:34][C@@H:35]([C:37]2[CH:38]=[CH:39][C:40]([OH:48])=[C:41]([NH:43][S:44]([CH3:47])(=[O:46])=[O:45])[CH:42]=2)[OH:36])=[CH:25][CH:24]=1.I.[NH2:50][C:51]1[C:52]([C:59]([NH:61][C:62](=[NH:65])SC)=[O:60])=[N:53][C:54]([Cl:58])=[C:55]([NH2:57])[N:56]=1. (3) Given the product [C:1]([O:4][C@@H:5]1[C@@H:18]([O:19][C:20](=[O:22])[CH3:21])[C@H:17]([O:23][C:24](=[O:26])[CH3:25])[CH2:16][S:15][C@H:6]1[O:7][C:8]1[C:9]([C:31]2[CH:32]=[CH:33][C:28]([F:27])=[CH:29][CH:30]=2)=[N:10][CH:11]=[CH:12][CH:13]=1)(=[O:3])[CH3:2], predict the reactants needed to synthesize it. The reactants are: [C:1]([O:4][C@@H:5]1[C@@H:18]([O:19][C:20](=[O:22])[CH3:21])[C@H:17]([O:23][C:24](=[O:26])[CH3:25])[CH2:16][S:15][C@H:6]1[O:7][C:8]1[C:9](Br)=[N:10][CH:11]=[CH:12][CH:13]=1)(=[O:3])[CH3:2].[F:27][C:28]1[CH:33]=[CH:32][C:31](B(O)O)=[CH:30][CH:29]=1. (4) Given the product [CH2:33]([O:35][C:36](=[O:37])[C:38]1[CH:39]=[CH:40][CH:41]=[C:42]([N:19]2[C:20]3[C:16](=[CH:15][C:14]([C:12]([N:9]4[CH2:8][CH2:7][N:6]([CH:1]5[CH2:5][CH2:4][CH2:3][CH2:2]5)[CH2:11][CH2:10]4)=[O:13])=[CH:22][CH:21]=3)[CH:17]=[C:18]2[C:23]([N:25]2[CH2:26][CH2:27][C:28]([F:31])([F:32])[CH2:29][CH2:30]2)=[O:24])[CH:43]=1)[CH3:34], predict the reactants needed to synthesize it. The reactants are: [CH:1]1([N:6]2[CH2:11][CH2:10][N:9]([C:12]([C:14]3[CH:15]=[C:16]4[C:20](=[CH:21][CH:22]=3)[NH:19][C:18]([C:23]([N:25]3[CH2:30][CH2:29][C:28]([F:32])([F:31])[CH2:27][CH2:26]3)=[O:24])=[CH:17]4)=[O:13])[CH2:8][CH2:7]2)[CH2:5][CH2:4][CH2:3][CH2:2]1.[CH2:33]([O:35][C:36]([C:38]1[CH:39]=[C:40](B(O)O)[CH:41]=[CH:42][CH:43]=1)=[O:37])[CH3:34].N1C=CC=CC=1. (5) Given the product [OH:16][C@H:15]([CH2:17][N:32]([CH:33]([CH3:35])[CH3:34])[CH:29]([CH3:31])[CH3:30])[CH2:14][O:13][C:12]1[CH:11]=[C:10]2[C:5]([C:6]([O:18][C:19]3[CH:20]=[C:21]4[C:25](=[CH:26][CH:27]=3)[NH:24][CH:23]=[C:22]4[CH3:28])=[N:7][CH:8]=[N:9]2)=[CH:4][C:3]=1[O:2][CH3:1], predict the reactants needed to synthesize it. The reactants are: [CH3:1][O:2][C:3]1[CH:4]=[C:5]2[C:10](=[CH:11][C:12]=1[O:13][CH2:14][C@H:15]1[CH2:17][O:16]1)[N:9]=[CH:8][N:7]=[C:6]2[O:18][C:19]1[CH:20]=[C:21]2[C:25](=[CH:26][CH:27]=1)[NH:24][CH:23]=[C:22]2[CH3:28].[CH:29]([NH:32][CH:33]([CH3:35])[CH3:34])([CH3:31])[CH3:30].